The task is: Predict the reactants needed to synthesize the given product.. This data is from Full USPTO retrosynthesis dataset with 1.9M reactions from patents (1976-2016). (1) Given the product [Br:21][C:22]1[CH:23]=[C:24]([NH:25][C:2]2[CH:17]=[C:16]([CH:18]([CH3:20])[CH3:19])[C:5]([C:6]([NH:8][CH2:9][CH:10]3[CH2:15][CH2:14][CH2:13][CH2:12][CH2:11]3)=[O:7])=[CH:4][N:3]=2)[CH:26]=[CH:27][CH:28]=1, predict the reactants needed to synthesize it. The reactants are: Cl[C:2]1[CH:17]=[C:16]([CH:18]([CH3:20])[CH3:19])[C:5]([C:6]([NH:8][CH2:9][CH:10]2[CH2:15][CH2:14][CH2:13][CH2:12][CH2:11]2)=[O:7])=[CH:4][N:3]=1.[Br:21][C:22]1[CH:23]=[C:24]([CH:26]=[CH:27][CH:28]=1)[NH2:25]. (2) Given the product [CH3:28][CH2:23][CH:21]1[O:20][CH2:18][CH2:17][N:22]1[C:2]1([CH2:7][CH3:6])[O:20][CH2:18][CH2:17][N:22]1[C:21]1([CH2:23][CH3:28])[O:20][CH2:18][CH2:17][NH:22]1, predict the reactants needed to synthesize it. The reactants are: C[C:2]1[CH:7]=[CH:6]C(S(OC)(=O)=O)=CC=1.CCO/C=[C:17]1\[C:18]([O:20][C:21]([C:23]2[CH:28]=CC=CC=2)=[N:22]\1)=O. (3) Given the product [NH2:1][CH:12]([C:17]1[CH:18]=[CH:19][C:20]([C:21]([NH:26][C:27]2[CH:32]=[CH:31][N:30]=[CH:29][CH:28]=2)=[O:23])=[CH:24][CH:25]=1)[CH:13]([CH3:14])[CH3:15], predict the reactants needed to synthesize it. The reactants are: [NH2:1]C(C1SC(C(O)=O)=CC=1)C.[C:12]([C:17]1[CH:25]=[CH:24][C:20]([C:21]([OH:23])=O)=[CH:19][CH:18]=1)(=O)[CH:13]([CH3:15])[CH3:14].[NH2:26][C:27]1[CH:32]=[CH:31][N:30]=[CH:29][CH:28]=1. (4) Given the product [NH2:18][C@@H:19]([CH2:42][S:43][CH2:44][C@H:45]([O:61][C:62](=[O:74])[CH2:63][CH2:64][CH2:65][CH2:66][CH2:67][CH2:68][CH2:69][CH2:70][CH2:71][CH2:72][CH3:73])[CH2:46][O:47][C:48](=[O:60])[CH2:49][CH2:50][CH2:51][CH2:52][CH2:53][CH2:54][CH2:55][CH2:56][CH2:57][CH2:58][CH3:59])[C:20](=[O:41])[NH:21][CH2:22][CH2:23][O:24][CH2:25][CH2:26][O:27][CH2:28][CH2:29][C:30]([P:33](=[O:40])([O:37][CH2:38][CH3:39])[O:34][CH2:35][CH3:36])([F:32])[F:31], predict the reactants needed to synthesize it. The reactants are: C1C2C(COC([NH:18][C@@H:19]([CH2:42][S:43][CH2:44][C@H:45]([O:61][C:62](=[O:74])[CH2:63][CH2:64][CH2:65][CH2:66][CH2:67][CH2:68][CH2:69][CH2:70][CH2:71][CH2:72][CH3:73])[CH2:46][O:47][C:48](=[O:60])[CH2:49][CH2:50][CH2:51][CH2:52][CH2:53][CH2:54][CH2:55][CH2:56][CH2:57][CH2:58][CH3:59])[C:20](=[O:41])[NH:21][CH2:22][CH2:23][O:24][CH2:25][CH2:26][O:27][CH2:28][CH2:29][C:30]([P:33](=[O:40])([O:37][CH2:38][CH3:39])[O:34][CH2:35][CH3:36])([F:32])[F:31])=O)C3C(=CC=CC=3)C=2C=CC=1.N1CCCCC1.C1(C)C=CC=CC=1. (5) Given the product [C:55]([C:54]1[CH:57]=[CH:58][C:51]([CH:49]([C:27]2[C:28](=[O:32])[CH2:29][CH2:30][CH2:31][C:26]=2[OH:33])[NH:44][C:42]([NH:41][C:38]2[CH:39]=[CH:40][C:35]([F:34])=[C:36]([C:45]([F:46])([F:47])[F:48])[CH:37]=2)=[O:43])=[CH:52][CH:53]=1)#[N:56], predict the reactants needed to synthesize it. The reactants are: P(OCC)(OCC)(OCC)=O.O=P12OP3(OP(OP(O3)(O1)=O)(=O)O2)=O.[C:26]1(=[O:33])[CH2:31][CH2:30][CH2:29][C:28](=[O:32])[CH2:27]1.[F:34][C:35]1[CH:40]=[CH:39][C:38]([NH:41][C:42]([NH2:44])=[O:43])=[CH:37][C:36]=1[C:45]([F:48])([F:47])[F:46].[CH:49]([C:51]1[CH:58]=[CH:57][C:54]([C:55]#[N:56])=[CH:53][CH:52]=1)=O. (6) Given the product [Br:1][C:2]1[NH:3][C:4]2[C:9]([C:10]=1[CH:11]1[CH2:16][CH2:15][CH2:14][CH2:13][CH2:12]1)=[CH:8][CH:7]=[C:6]([C:17]([OH:19])=[O:18])[CH:5]=2, predict the reactants needed to synthesize it. The reactants are: [Br:1][C:2]1[NH:3][C:4]2[C:9]([C:10]=1[CH:11]1[CH2:16][CH2:15][CH2:14][CH2:13][CH2:12]1)=[CH:8][CH:7]=[C:6]([C:17]([O:19]C)=[O:18])[CH:5]=2.[Li+].[OH-].Cl. (7) The reactants are: C[O:2][C:3](=O)[CH2:4][C:5](=O)[CH3:6].Br[CH2:10][C:11]([C:13]1[CH:18]=[C:17]([O:19][CH3:20])[CH:16]=[CH:15][C:14]=1[O:21][CH3:22])=O.[Cl:23][C:24]1[CH:32]=[CH:31][CH:30]=[CH:29][C:25]=1[CH2:26][CH2:27][NH2:28].[CH:33]1([NH2:39])[CH2:38][CH2:37][CH2:36][CH2:35][CH2:34]1. Given the product [CH:33]1([NH:39][C:3]([C:4]2[CH:10]=[C:11]([C:13]3[CH:18]=[C:17]([O:19][CH3:20])[CH:16]=[CH:15][C:14]=3[O:21][CH3:22])[N:28]([CH2:27][CH2:26][C:25]3[CH:29]=[CH:30][CH:31]=[CH:32][C:24]=3[Cl:23])[C:5]=2[CH3:6])=[O:2])[CH2:38][CH2:37][CH2:36][CH2:35][CH2:34]1, predict the reactants needed to synthesize it.